This data is from NCI-60 drug combinations with 297,098 pairs across 59 cell lines. The task is: Regression. Given two drug SMILES strings and cell line genomic features, predict the synergy score measuring deviation from expected non-interaction effect. Drug 1: C1=CC(=CC=C1CC(C(=O)O)N)N(CCCl)CCCl.Cl. Drug 2: CN(CC1=CN=C2C(=N1)C(=NC(=N2)N)N)C3=CC=C(C=C3)C(=O)NC(CCC(=O)O)C(=O)O. Cell line: MDA-MB-231. Synergy scores: CSS=1.58, Synergy_ZIP=2.60, Synergy_Bliss=8.70, Synergy_Loewe=1.33, Synergy_HSA=1.95.